Dataset: Peptide-MHC class II binding affinity with 134,281 pairs from IEDB. Task: Regression. Given a peptide amino acid sequence and an MHC pseudo amino acid sequence, predict their binding affinity value. This is MHC class II binding data. (1) The peptide sequence is ELLKTVRLIKFLYQSNP. The MHC is DRB1_0802 with pseudo-sequence DRB1_0802. The binding affinity (normalized) is 0.703. (2) The peptide sequence is TIKQKKPDFILATDI. The MHC is DRB3_0202 with pseudo-sequence DRB3_0202. The binding affinity (normalized) is 0.451. (3) The binding affinity (normalized) is 0.405. The peptide sequence is AGCQTYKWETFLTSE. The MHC is DRB1_1501 with pseudo-sequence DRB1_1501. (4) The peptide sequence is AMYMALIAAFSIRPGK. The MHC is DRB3_0301 with pseudo-sequence DRB3_0301. The binding affinity (normalized) is 0.619.